From a dataset of HIV replication inhibition screening data with 41,000+ compounds from the AIDS Antiviral Screen. Binary Classification. Given a drug SMILES string, predict its activity (active/inactive) in a high-throughput screening assay against a specified biological target. The drug is C=CC(=O)C#Cc1cnc(OC)nc1OC. The result is 0 (inactive).